The task is: Regression/Classification. Given a drug SMILES string, predict its absorption, distribution, metabolism, or excretion properties. Task type varies by dataset: regression for continuous measurements (e.g., permeability, clearance, half-life) or binary classification for categorical outcomes (e.g., BBB penetration, CYP inhibition). Dataset: approved_pampa_ncats.. This data is from PAMPA permeability data for FDA-approved drugs from NCATS. The drug is C1=CC(=C(C=C1OC2=C(C=C(C=C2I)C[C@@H](C(=O)O)N)I)I)O. The result is 1 (high permeability).